From a dataset of Forward reaction prediction with 1.9M reactions from USPTO patents (1976-2016). Predict the product of the given reaction. (1) Given the reactants [NH2:1][C:2]1[N:7]=[CH:6][C:5]([N:8]([CH3:28])[C:9](=[O:27])[C:10]([C:13]2[CH:18]=[C:17]([C:19]([F:22])([F:21])[F:20])[CH:16]=[C:15]([C:23]([F:26])([F:25])[F:24])[CH:14]=2)([CH3:12])[CH3:11])=[C:4]([C:29]2[CH:34]=[CH:33][CH:32]=[CH:31][C:30]=2[CH3:35])[CH:3]=1.N1C=CC=CC=1.[CH:42]1([C:45](Cl)=[O:46])[CH2:44][CH2:43]1, predict the reaction product. The product is: [F:22][C:19]([F:20])([F:21])[C:17]1[CH:18]=[C:13]([C:10]([CH3:12])([CH3:11])[C:9]([N:8]([CH3:28])[C:5]2[C:4]([C:29]3[CH:34]=[CH:33][CH:32]=[CH:31][C:30]=3[CH3:35])=[CH:3][C:2]([NH:1][C:45]([CH:42]3[CH2:44][CH2:43]3)=[O:46])=[N:7][CH:6]=2)=[O:27])[CH:14]=[C:15]([C:23]([F:26])([F:24])[F:25])[CH:16]=1. (2) Given the reactants Cl.[NH2:2][CH2:3][CH:4]([C:10]1[C:19]2[C:14](=[CH:15][CH:16]=[C:17]([O:20][CH3:21])[CH:18]=2)[CH:13]=[CH:12][CH:11]=1)[CH2:5][NH:6][C:7](=[O:9])[CH3:8].[C:22](Cl)(=[O:26])[CH2:23][CH2:24][CH3:25], predict the reaction product. The product is: [C:7]([NH:6][CH2:5][CH:4]([C:10]1[C:19]2[C:14](=[CH:15][CH:16]=[C:17]([O:20][CH3:21])[CH:18]=2)[CH:13]=[CH:12][CH:11]=1)[CH2:3][NH:2][C:22](=[O:26])[CH2:23][CH2:24][CH3:25])(=[O:9])[CH3:8]. (3) Given the reactants [C:1]1([N:7]([C:14]2[CH:19]=[CH:18][C:17]([C:20]3[C:28]4[C:24](=[N:25][NH:26][N:27]=4)[C:23]([C:29]4[CH:34]=[CH:33][C:32]([N:35]([C:42]5[CH:47]=[CH:46][CH:45]=[CH:44][CH:43]=5)[C:36]5[CH:41]=[CH:40][CH:39]=[CH:38][CH:37]=5)=[CH:31][CH:30]=4)=[CH:22][CH:21]=3)=[CH:16][CH:15]=2)[C:8]2[CH:13]=[CH:12][CH:11]=[CH:10][CH:9]=2)[CH:6]=[CH:5][CH:4]=[CH:3][CH:2]=1.Cl[C:49]1[C:58]2[C:53](=[CH:54][CH:55]=[CH:56][CH:57]=2)[N:52]=[C:51]([CH3:59])[CH:50]=1.[H-].[Na+], predict the reaction product. The product is: [C:8]1([N:7]([C:14]2[CH:15]=[CH:16][C:17]([C:20]3[C:28]4[C:24](=[N:25][N:26]([C:49]5[C:58]6[C:53](=[CH:54][CH:55]=[CH:56][CH:57]=6)[N:52]=[C:51]([CH3:59])[CH:50]=5)[N:27]=4)[C:23]([C:29]4[CH:34]=[CH:33][C:32]([N:35]([C:36]5[CH:37]=[CH:38][CH:39]=[CH:40][CH:41]=5)[C:42]5[CH:43]=[CH:44][CH:45]=[CH:46][CH:47]=5)=[CH:31][CH:30]=4)=[CH:22][CH:21]=3)=[CH:18][CH:19]=2)[C:1]2[CH:2]=[CH:3][CH:4]=[CH:5][CH:6]=2)[CH:13]=[CH:12][CH:11]=[CH:10][CH:9]=1. (4) Given the reactants Cl[C:2]1[CH:7]=[C:6](Cl)[N:5]=[C:4]([NH2:9])[N:3]=1.Cl.[CH3:11][C@H:12]1[CH2:16][CH2:15][CH2:14][NH:13]1.[CH3:17][N:18]1[CH2:23][CH2:22][NH:21][CH2:20][CH2:19]1.O, predict the reaction product. The product is: [CH3:17][N:18]1[CH2:23][CH2:22][N:21]([C:2]2[CH:7]=[C:6]([N:13]3[CH2:14][CH2:15][CH2:16][C@@H:12]3[CH3:11])[N:5]=[C:4]([NH2:9])[N:3]=2)[CH2:20][CH2:19]1. (5) Given the reactants [O:1]=[C:2]=[N:3][C@H:4]([C:8]([O:10][CH3:11])=[O:9])[CH:5]([CH3:7])[CH3:6].[CH3:12][C:13]([NH2:19])([CH2:15][CH2:16][CH:17]=[CH2:18])[CH3:14], predict the reaction product. The product is: [CH3:12][C:13]([NH:19][C:2]([NH:3][C@H:4]([C:8]([O:10][CH3:11])=[O:9])[CH:5]([CH3:6])[CH3:7])=[O:1])([CH3:14])[CH2:15][CH2:16][CH:17]=[CH2:18].